Task: Predict the reaction yield, written as a fraction of the theoretical maximum amount of product (1.0 means a 100% yield; for example, 0.34 means a 34% yield).. Dataset: Reaction yield outcomes from USPTO patents with 853,638 reactions The reactants are O[CH2:2][CH2:3][CH:4]1[S:8][C:7]([C:9]2[NH:10][C:11]3[C:16]([CH:17]=2)=[CH:15][CH:14]=[CH:13][C:12]=3[N:18]([CH3:27])[S:19]([C:22]2[S:23][CH:24]=[CH:25][CH:26]=2)(=[O:21])=[O:20])=[N:6][CH2:5]1.[C:28]1(=[O:34])[NH:32][C:31](=[O:33])[CH2:30][CH2:29]1.C1(P(C2C=CC=CC=2)C2C=CC=CC=2)C=CC=CC=1.N(C(OCC)=O)=NC(OCC)=O. The catalyst is O1CCCC1.C1(C)C=CC=CC=1. The product is [O:34]=[C:28]1[CH2:29][CH2:30][C:31](=[O:33])[N:32]1[CH2:2][CH2:3][CH:4]1[S:8][C:7]([C:9]2[NH:10][C:11]3[C:16]([CH:17]=2)=[CH:15][CH:14]=[CH:13][C:12]=3[N:18]([CH3:27])[S:19]([C:22]2[S:23][CH:24]=[CH:25][CH:26]=2)(=[O:21])=[O:20])=[N:6][CH2:5]1. The yield is 0.300.